Dataset: Reaction yield outcomes from USPTO patents with 853,638 reactions. Task: Predict the reaction yield, written as a fraction of the theoretical maximum amount of product (1.0 means a 100% yield; for example, 0.34 means a 34% yield). (1) The reactants are [CH3:1][NH:2][N:3]=[CH:4][C:5](=[O:7])[CH3:6].[CH2:8]([C:12]1[CH:17]=[CH:16][C:15]([C:18](=O)[CH:19]=[O:20])=[CH:14][CH:13]=1)[CH:9]([CH3:11])[CH3:10].C(Cl)(Cl)Cl.CCCCCC.C(OCC)(=O)C. The catalyst is C(O)(=O)C. The product is [OH:20][C:19]1[C:4]([C:5](=[O:7])[CH3:6])=[N:3][N:2]([CH3:1])[C:18]=1[C:15]1[CH:16]=[CH:17][C:12]([CH2:8][CH:9]([CH3:11])[CH3:10])=[CH:13][CH:14]=1. The yield is 0.0500. (2) The reactants are [Br:1][C:2]1[C:7]([F:8])=[CH:6][C:5]([NH:9]C(=O)C)=[CH:4][C:3]=1[Cl:13].Cl. The catalyst is C(O)C. The product is [Br:1][C:2]1[C:7]([F:8])=[CH:6][C:5]([NH2:9])=[CH:4][C:3]=1[Cl:13]. The yield is 0.960. (3) The reactants are [CH3:1][N:2]1[C:6]([C:7]2[CH:8]=[C:9]([C:13]([OH:15])=O)[S:10][C:11]=2[CH3:12])=[C:5]([CH3:16])[CH:4]=[N:3]1.[NH2:17][C@@H:18]([CH2:31][C:32]1[CH:37]=[CH:36][CH:35]=[C:34]([F:38])[CH:33]=1)[CH2:19][N:20]1[C:28](=[O:29])[C:27]2[C:22](=[CH:23][CH:24]=[CH:25][CH:26]=2)[C:21]1=[O:30].CC(OC(N[C@H](C(O)=O)CC1C=CC=CC=1C(F)(F)F)=O)(C)C.C1CN([P+](Br)(N2CCCC2)N2CCCC2)CC1.F[P-](F)(F)(F)(F)F.CCN(C(C)C)C(C)C. The catalyst is C(Cl)(Cl)Cl. The product is [CH3:1][N:2]1[C:6]([C:7]2[CH:8]=[C:9]([C:13]([NH:17][C@@H:18]([CH2:31][C:32]3[CH:37]=[CH:36][CH:35]=[C:34]([F:38])[CH:33]=3)[CH2:19][N:20]3[C:28](=[O:29])[C:27]4[C:22](=[CH:23][CH:24]=[CH:25][CH:26]=4)[C:21]3=[O:30])=[O:15])[S:10][C:11]=2[CH3:12])=[C:5]([CH3:16])[CH:4]=[N:3]1. The yield is 0.430. (4) The reactants are [NH2:1][C:2]1[CH:3]=[CH:4][C:5]2[O:10][CH2:9][CH2:8][N:7]([C:11]3[S:12][C:13]4[C:19](=[O:20])[CH2:18][C:17]([CH3:22])([CH3:21])[CH2:16][C:14]=4[N:15]=3)[C:6]=2[CH:23]=1.Cl[C:25]1[N:26]=[N:27][C:28]([CH3:31])=[CH:29][CH:30]=1.CCN(C(C)C)C(C)C. No catalyst specified. The product is [CH3:22][C:17]1([CH3:21])[CH2:16][C:14]2[N:15]=[C:11]([N:7]3[C:6]4[CH:23]=[C:2]([NH:1][C:25]5[N:26]=[N:27][C:28]([CH3:31])=[CH:29][CH:30]=5)[CH:3]=[CH:4][C:5]=4[O:10][CH2:9][CH2:8]3)[S:12][C:13]=2[C:19](=[O:20])[CH2:18]1. The yield is 0.230. (5) The reactants are [F:1][C:2]1[CH:21]=[CH:20][C:5]2[C:6]([C:9]3[CH:14]=[CH:13][C:12]([O:15][CH2:16][C@H:17]4[CH2:19][O:18]4)=[CH:11][CH:10]=3)=[N:7][O:8][C:4]=2[CH:3]=1.[C:22]12([NH2:32])[CH2:31][CH:26]3[CH2:27][CH:28]([CH2:30][CH:24]([CH2:25]3)[CH2:23]1)[CH2:29]2. The catalyst is C(O)C. The product is [C:22]12([NH:32][CH2:19][C@@H:17]([OH:18])[CH2:16][O:15][C:12]3[CH:13]=[CH:14][C:9]([C:6]4[C:5]5[CH:20]=[CH:21][C:2]([F:1])=[CH:3][C:4]=5[O:8][N:7]=4)=[CH:10][CH:11]=3)[CH2:29][CH:28]3[CH2:27][CH:26]([CH2:25][CH:24]([CH2:30]3)[CH2:23]1)[CH2:31]2. The yield is 0.860. (6) The reactants are [CH3:1][N:2]1[CH:10]=[C:9]2[C:4]([CH:5]=[CH:6][C:7]3[CH2:13][CH2:12][C:11](=[CH:14][C:15]#[N:16])[C:8]=32)=[N:3]1.N.C(O)C. The catalyst is C(O)C.[Co]. The product is [CH3:1][N:2]1[CH:10]=[C:9]2[C:4]([CH:5]=[CH:6][C:7]3[CH2:13][CH2:12][C:11](=[CH:14][CH2:15][NH2:16])[C:8]=32)=[N:3]1. The yield is 0.990. (7) The reactants are [Br:1][C:2]1[CH:3]=[C:4]([NH:13][CH:14]2[CH2:19][CH2:18][O:17][CH2:16][CH2:15]2)[C:5]([CH3:12])=[C:6]([CH:11]=1)[C:7]([O:9][CH3:10])=[O:8].[BH4-].[Na+].[OH-].[Na+].Cl.[F:25][CH:26]([F:30])[C:27](O)=O. No catalyst specified. The product is [Br:1][C:2]1[CH:3]=[C:4]([N:13]([CH2:27][CH:26]([F:30])[F:25])[CH:14]2[CH2:19][CH2:18][O:17][CH2:16][CH2:15]2)[C:5]([CH3:12])=[C:6]([CH:11]=1)[C:7]([O:9][CH3:10])=[O:8]. The yield is 0.960.